This data is from Catalyst prediction with 721,799 reactions and 888 catalyst types from USPTO. The task is: Predict which catalyst facilitates the given reaction. Reactant: [OH-].[NH4+:2].[NH3:3].C(O[C:7](OCC)(OCC)[CH2:8][CH3:9])C.[Cl:16][C:17]1[CH:18]=[C:19]([C:23](=O)[CH2:24][C:25]([O:27]CC)=O)[CH:20]=[CH:21][CH:22]=1. Product: [Cl:16][C:17]1[CH:18]=[C:19]([C:23]2[N:3]=[C:7]([CH2:8][CH3:9])[NH:2][C:25](=[O:27])[CH:24]=2)[CH:20]=[CH:21][CH:22]=1. The catalyst class is: 645.